Dataset: Forward reaction prediction with 1.9M reactions from USPTO patents (1976-2016). Task: Predict the product of the given reaction. Given the reactants [Cl:1][C:2]1[CH:3]=[C:4]([C:20]2[CH:25]=[CH:24][CH:23]=[CH:22][CH:21]=2)[CH:5]=[CH:6][C:7]=1[CH2:8][N:9]1[C:13]2[CH:14]=[C:15]([OH:18])[CH:16]=[CH:17][C:12]=2[N:11]=[C:10]1[CH3:19].O1CCCC1.[H-].[Na+].Br[CH2:34][C:35]1[CH:44]=[CH:43][CH:42]=[CH:41][C:36]=1[C:37]([O:39][CH3:40])=[O:38], predict the reaction product. The product is: [Cl:1][C:2]1[CH:3]=[C:4]([C:20]2[CH:25]=[CH:24][CH:23]=[CH:22][CH:21]=2)[CH:5]=[CH:6][C:7]=1[CH2:8][N:9]1[C:13]2[CH:14]=[C:15]([O:18][CH2:34][C:35]3[CH:44]=[CH:43][CH:42]=[CH:41][C:36]=3[C:37]([O:39][CH3:40])=[O:38])[CH:16]=[CH:17][C:12]=2[N:11]=[C:10]1[CH3:19].